From a dataset of Reaction yield outcomes from USPTO patents with 853,638 reactions. Predict the reaction yield, written as a fraction of the theoretical maximum amount of product (1.0 means a 100% yield; for example, 0.34 means a 34% yield). (1) The reactants are [C:1]([C:3]1[C:22]([NH:23][C:24]2[CH:29]=[CH:28][C:27]([I:30])=[CH:26][C:25]=2[F:31])=[CH:21][C:20]([F:32])=[CH:19][C:4]=1[O:5][C:6]1[CH:7]=[C:8]([NH:12][S:13]([N:16]([CH3:18])[CH3:17])(=[O:15])=[O:14])[CH:9]=[CH:10][CH:11]=1)#[N:2].[OH-:33].[Na+].OO. The catalyst is CS(C)=O. The product is [CH3:17][N:16]([CH3:18])[S:13]([NH:12][C:8]1[CH:7]=[C:6]([CH:11]=[CH:10][CH:9]=1)[O:5][C:4]1[CH:19]=[C:20]([F:32])[CH:21]=[C:22]([NH:23][C:24]2[CH:29]=[CH:28][C:27]([I:30])=[CH:26][C:25]=2[F:31])[C:3]=1[C:1]([NH2:2])=[O:33])(=[O:14])=[O:15]. The yield is 0.430. (2) The reactants are [CH3:1][O:2][C:3]1[CH:8]=[CH:7][CH:6]=[C:5]([CH3:9])[C:4]=1[C:10](O)([CH3:12])[CH3:11]. The catalyst is C(OCC)(=O)C.C(O)(=O)C. The product is [CH:10]([C:4]1[C:5]([CH3:9])=[CH:6][CH:7]=[CH:8][C:3]=1[O:2][CH3:1])([CH3:12])[CH3:11]. The yield is 1.00. (3) The reactants are [OH:1]O.[CH2:3]([C:5]1[CH:6]=[CH:7][C:8]([NH:11][C:12](=[O:17])[C:13]([CH3:16])([CH3:15])[CH3:14])=[N:9][CH:10]=1)[CH3:4].O. The catalyst is CC(O)=O. The product is [CH2:3]([C:5]1[CH:6]=[CH:7][C:8]([NH:11][C:12](=[O:17])[C:13]([CH3:16])([CH3:15])[CH3:14])=[N+:9]([O-:1])[CH:10]=1)[CH3:4]. The yield is 0.670. (4) The catalyst is C(Cl)Cl. The product is [CH3:34][S:35]([O:25][CH2:24][CH2:23][CH2:22][C@@:13]1([C:16]2[CH:17]=[CH:18][CH:19]=[CH:20][CH:21]=2)[O:12][C:11](=[O:26])[N:10]([C@H:8]([C:5]2[CH:6]=[CH:7][C:2]([Br:1])=[CH:3][CH:4]=2)[CH3:9])[CH2:15][CH2:14]1)(=[O:37])=[O:36]. The reactants are [Br:1][C:2]1[CH:7]=[CH:6][C:5]([C@@H:8]([N:10]2[CH2:15][CH2:14][C@:13]([CH2:22][CH2:23][CH2:24][OH:25])([C:16]3[CH:21]=[CH:20][CH:19]=[CH:18][CH:17]=3)[O:12][C:11]2=[O:26])[CH3:9])=[CH:4][CH:3]=1.CCN(CC)CC.[CH3:34][S:35](Cl)(=[O:37])=[O:36]. The yield is 0.980.